This data is from Catalyst prediction with 721,799 reactions and 888 catalyst types from USPTO. The task is: Predict which catalyst facilitates the given reaction. (1) Reactant: [C:1]([C:3]1[CH:10]=[CH:9][C:6]([CH2:7][OH:8])=[CH:5][CH:4]=1)#[CH:2].I[CH2:12][CH3:13].[H-].[Na+]. Product: [CH2:12]([O:8][CH2:7][C:6]1[CH:9]=[CH:10][C:3]([C:1]#[CH:2])=[CH:4][CH:5]=1)[CH3:13]. The catalyst class is: 1. (2) Reactant: [CH3:1][C:2]1[CH:7]=[CH:6][CH:5]=[C:4]([CH3:8])[C:3]=1[CH2:9][NH:10][C:11]1[C:12]2[N:13]([C:34]([CH3:38])=[C:35]([CH3:37])[N:36]=2)[CH:14]=[C:15]([N:17]2[C:22](=[O:23])[CH:21]=[CH:20][C:19]([C:24]([O:26]CC3C=CC=CC=3)=[O:25])=[CH:18]2)[CH:16]=1.[OH-].[Na+].[ClH:41]. Product: [ClH:41].[CH3:1][C:2]1[CH:7]=[CH:6][CH:5]=[C:4]([CH3:8])[C:3]=1[CH2:9][NH:10][C:11]1[C:12]2[N:13]([C:34]([CH3:38])=[C:35]([CH3:37])[N:36]=2)[CH:14]=[C:15]([N:17]2[C:22](=[O:23])[CH:21]=[CH:20][C:19]([C:24]([OH:26])=[O:25])=[CH:18]2)[CH:16]=1. The catalyst class is: 24. (3) The catalyst class is: 14. Reactant: C[O:2][C:3](=[O:14])[C:4]1[CH:9]=[CH:8][CH:7]=[C:6]([CH2:10][CH:11]([CH3:13])[CH3:12])[CH:5]=1.[OH-].[Na+].Cl. Product: [CH2:10]([C:6]1[CH:5]=[C:4]([CH:9]=[CH:8][CH:7]=1)[C:3]([OH:14])=[O:2])[CH:11]([CH3:13])[CH3:12]. (4) Reactant: N(C(OC(C)C)=O)=NC(OC(C)C)=O.[C:15]([O:19][C:20](=[O:35])[NH:21][C@H:22]([C:26]([N:28]1[CH2:33][CH2:32][CH:31]([OH:34])[CH2:30][CH2:29]1)=[O:27])[CH:23]([CH3:25])[CH3:24])([CH3:18])([CH3:17])[CH3:16].[F:36][C:37]1[CH:42]=[CH:41][C:40](O)=[C:39]([O:44][CH3:45])[CH:38]=1.C1(P(C2C=CC=CC=2)C2C=CC=CC=2)C=CC=CC=1. Product: [C:15]([O:19][C:20](=[O:35])[NH:21][C@H:22]([C:26]([N:28]1[CH2:33][CH2:32][CH:31]([O:34][C:40]2[CH:41]=[CH:42][C:37]([F:36])=[CH:38][C:39]=2[O:44][CH3:45])[CH2:30][CH2:29]1)=[O:27])[CH:23]([CH3:25])[CH3:24])([CH3:17])([CH3:18])[CH3:16]. The catalyst class is: 11. (5) Reactant: [Br:1][C:2]1[CH:7]=[CH:6][C:5]([OH:8])=[CH:4][CH:3]=1.Br[CH2:10][CH:11]1[CH2:14][CH2:13][CH2:12]1.[OH-].[Na+]. Product: [Br:1][C:2]1[CH:7]=[CH:6][C:5]([O:8][CH2:10][CH:11]2[CH2:14][CH2:13][CH2:12]2)=[CH:4][CH:3]=1. The catalyst class is: 3. (6) Product: [C:24]([O:27][CH2:28][C:29]1[C:30]([N:44]2[CH2:55][CH2:54][N:53]3[C:46](=[CH:47][C:48]4[CH2:49][C:50]([CH3:57])([CH3:56])[CH2:51][C:52]=43)[C:45]2=[O:58])=[N:31][CH:32]=[CH:33][C:34]=1[C:2]1[CH:3]=[C:4]([NH:10][C:11]2[CH:23]=[C:14]3[CH2:15][N:16]([C:19](=[O:22])[CH2:20][CH3:21])[CH2:17][CH2:18][N:13]3[N:12]=2)[C:5](=[O:9])[N:6]([CH3:8])[CH:7]=1)(=[O:26])[CH3:25]. The catalyst class is: 712. Reactant: Br[C:2]1[CH:3]=[C:4]([NH:10][C:11]2[CH:23]=[C:14]3[CH2:15][N:16]([C:19](=[O:22])[CH2:20][CH3:21])[CH2:17][CH2:18][N:13]3[N:12]=2)[C:5](=[O:9])[N:6]([CH3:8])[CH:7]=1.[C:24]([O:27][CH2:28][C:29]1[C:30]([N:44]2[CH2:55][CH2:54][N:53]3[C:46](=[CH:47][C:48]4[CH2:49][C:50]([CH3:57])([CH3:56])[CH2:51][C:52]=43)[C:45]2=[O:58])=[N:31][CH:32]=[CH:33][C:34]=1B1OC(C)(C)C(C)(C)O1)(=[O:26])[CH3:25].[O-]P([O-])([O-])=O.[K+].[K+].[K+].C([O-])(=O)C.[Na+].